Dataset: Ames mutagenicity test results for genotoxicity prediction. Task: Regression/Classification. Given a drug SMILES string, predict its toxicity properties. Task type varies by dataset: regression for continuous values (e.g., LD50, hERG inhibition percentage) or binary classification for toxic/non-toxic outcomes (e.g., AMES mutagenicity, cardiotoxicity, hepatotoxicity). Dataset: ames. (1) The compound is CC1COc2c(N3CCN(C)CC3)c(F)c(C(=O)O)c3c(=O)ccn1c23. The result is 1 (mutagenic). (2) The result is 1 (mutagenic). The drug is N=C1CC(=O)C(=O)c2ccccc21. (3) The molecule is CNc1nc2c3cccnc3ccc2n1C. The result is 1 (mutagenic).